This data is from Antibody paratope prediction from SAbDab with 1,023 antibody chains. The task is: Token-level Classification. Given an antibody amino acid sequence, predict which amino acid positions are active in antigen binding. Output is a list of indices for active paratope positions. (1) Given the antibody sequence: EVQLVQSGGGLVKPGGSLRLSCAASGFTFSSYSMNWVRQAPGKGLEWVSSISSSSSYIYYADSVKGRFTISRDNAKNSLYLQMNSLRAEDTAVYYCARVTDAFDIWGQGTMVTVSS, which amino acid positions are active in antigen binding (paratope)? The paratope positions are: [52, 83, 84, 85]. (2) The paratope positions are: [48, 79, 80, 81, 100, 101, 102, 103, 104, 105, 106, 107, 108, 109, 110, 111, 112, 113, 114]. Given the antibody sequence: VQSGTQIKTPGASVTLSCGTSGYDFMESLINWVRQEIGKRPEWLGWMNPRGGGVNYAQRFQGKVTMTRDVSSGTAYLTLRGLTSDDTAKYYCVRGKSCCNGRRYCNGADCFNWDFEYWGQGTLVIVS, which amino acid positions are active in antigen binding (paratope)? (3) The paratope positions are: [82, 83, 84, 103, 104, 105, 106]. Given the antibody sequence: EVQLQESGPGLVQPSETLSLTCTVSGFSLTSYSVSWLRQPSGKGPEWMGRMWDDGGTVYNSGLKSRLSISRDTSKNQVFLKMNSLQTDDTGTYYCTRDERIRAINWFAYWGQGTLVTVSS, which amino acid positions are active in antigen binding (paratope)?